From a dataset of Reaction yield outcomes from USPTO patents with 853,638 reactions. Predict the reaction yield, written as a fraction of the theoretical maximum amount of product (1.0 means a 100% yield; for example, 0.34 means a 34% yield). (1) The reactants are Cl[C:2]1[CH:7]=[C:6]([O:8][CH3:9])[CH:5]=[CH:4][N:3]=1.[C:10]1([CH2:16][SH:17])[CH:15]=[CH:14][CH:13]=[CH:12][CH:11]=1.C(N(CC)C(C)C)(C)C.C1(P(C2C=CC=CC=2)C2C3OC4C(=CC=CC=4P(C4C=CC=CC=4)C4C=CC=CC=4)C(C)(C)C=3C=CC=2)C=CC=CC=1. The catalyst is C1(C)C=CC=CC=1.C1C=CC(/C=C/C(/C=C/C2C=CC=CC=2)=O)=CC=1.C1C=CC(/C=C/C(/C=C/C2C=CC=CC=2)=O)=CC=1.C1C=CC(/C=C/C(/C=C/C2C=CC=CC=2)=O)=CC=1.[Pd].[Pd]. The product is [CH2:16]([S:17][C:2]1[CH:7]=[C:6]([O:8][CH3:9])[CH:5]=[CH:4][N:3]=1)[C:10]1[CH:15]=[CH:14][CH:13]=[CH:12][CH:11]=1. The yield is 0.380. (2) The reactants are [O:1]1[CH:5]=[CH:4][CH:3]=[C:2]1[C:6]1[O:7][C:8]([CH3:42])=[C:9]([CH2:11][O:12][C:13]2[CH:39]=[CH:38][C:16]([CH2:17][O:18][C:19]3[C:23](/[CH:24]=[CH:25]/[C:26](N(OC)C)=[O:27])=[CH:22][N:21]([C:32]4[CH:37]=[CH:36][CH:35]=[CH:34][CH:33]=4)[N:20]=3)=[CH:15][C:14]=2[O:40][CH3:41])[N:10]=1.[CH2:43]([Mg]Br)[CH2:44][CH3:45].Cl. The catalyst is O1CCCC1. The product is [O:1]1[CH:5]=[CH:4][CH:3]=[C:2]1[C:6]1[O:7][C:8]([CH3:42])=[C:9]([CH2:11][O:12][C:13]2[CH:39]=[CH:38][C:16]([CH2:17][O:18][C:19]3[C:23](/[CH:24]=[CH:25]/[C:26](=[O:27])[CH2:43][CH2:44][CH3:45])=[CH:22][N:21]([C:32]4[CH:33]=[CH:34][CH:35]=[CH:36][CH:37]=4)[N:20]=3)=[CH:15][C:14]=2[O:40][CH3:41])[N:10]=1. The yield is 0.410. (3) The reactants are [F:1][C:2]1[CH:7]=[CH:6][CH:5]=[CH:4][C:3]=1[C:8]1[CH:9]=[N:10][CH:11]=[CH:12][CH:13]=1.[ClH:14]. The catalyst is CCO.[Pt](=O)=O. The product is [ClH:14].[F:1][C:2]1[CH:7]=[CH:6][CH:5]=[CH:4][C:3]=1[CH:8]1[CH2:13][CH2:12][CH2:11][NH:10][CH2:9]1. The yield is 0.720. (4) The yield is 0.990. The catalyst is C(O)(=O)C. The product is [C:1]([C:14]1([NH:4][C:5]2[CH:13]=[CH:12][C:8]([C:9]([OH:11])=[O:10])=[CH:7][CH:6]=2)[CH2:17][CH2:16][CH2:15]1)#[N:2]. The reactants are [C-:1]#[N:2].[Na+].[NH2:4][C:5]1[CH:13]=[CH:12][C:8]([C:9]([OH:11])=[O:10])=[CH:7][CH:6]=1.[C:14]1(=O)[CH2:17][CH2:16][CH2:15]1. (5) No catalyst specified. The product is [F:17][C:15]1[CH:14]=[C:4]([CH:3]=[C:2]([F:1])[CH:16]=1)[CH2:5][NH:6][C:7](=[O:13])[CH:8]([CH3:12])[C:9]([NH:23][CH:24]1[C:25](=[O:42])[N:26]([CH3:41])[C:27]2[CH:40]=[CH:39][CH:38]=[CH:37][C:28]=2[C:29]([C:31]2[CH:36]=[CH:35][CH:34]=[CH:33][CH:32]=2)=[N:30]1)=[O:11]. The yield is 0.670. The reactants are [F:1][C:2]1[CH:3]=[C:4]([CH:14]=[C:15]([F:17])[CH:16]=1)[CH2:5][NH:6][C:7](=[O:13])[CH:8]([CH3:12])[C:9]([OH:11])=O.O1CCCC1.[NH2:23][CH:24]1[N:30]=[C:29]([C:31]2[CH:36]=[CH:35][CH:34]=[CH:33][CH:32]=2)[C:28]2[CH:37]=[CH:38][CH:39]=[CH:40][C:27]=2[N:26]([CH3:41])[C:25]1=[O:42].Cl.CN(C)CCCN=C=NCC.C(N(CC)C(C)C)(C)C.